This data is from Reaction yield outcomes from USPTO patents with 853,638 reactions. The task is: Predict the reaction yield, written as a fraction of the theoretical maximum amount of product (1.0 means a 100% yield; for example, 0.34 means a 34% yield). (1) The reactants are [CH2:1]([O:8][C:9]1[CH:14]=[CH:13][C:12]([NH:15][C:16](=[NH:25])[C:17]2[CH:22]=[CH:21][C:20]([Cl:23])=[CH:19][C:18]=2[Cl:24])=[CH:11][CH:10]=1)[C:2]1[CH:7]=[CH:6][CH:5]=[CH:4][CH:3]=1.C(=O)([O-])[O-].[K+].[K+].[CH2:32]([O:34][C:35](=[O:41])[C:36](=O)[CH:37](Br)[CH3:38])[CH3:33]. The catalyst is C1COCC1. The product is [CH2:32]([O:34][C:35]([C:36]1[N:25]=[C:16]([C:17]2[CH:22]=[CH:21][C:20]([Cl:23])=[CH:19][C:18]=2[Cl:24])[N:15]([C:12]2[CH:11]=[CH:10][C:9]([O:8][CH2:1][C:2]3[CH:7]=[CH:6][CH:5]=[CH:4][CH:3]=3)=[CH:14][CH:13]=2)[C:37]=1[CH3:38])=[O:41])[CH3:33]. The yield is 0.510. (2) The reactants are [CH3:1][C:2]1[CH:6]=[CH:5][N:4]([C:7]2[CH:8]=[N:9][CH:10]=[CH:11][CH:12]=2)[N:3]=1.[I:13](O)(=O)=O.II.[S].S([O-])([O-])(=O)=S.[Na+].[Na+]. The catalyst is C(O)(=O)C. The product is [I:13][C:6]1[C:2]([CH3:1])=[N:3][N:4]([C:7]2[CH:8]=[N:9][CH:10]=[CH:11][CH:12]=2)[CH:5]=1. The yield is 0.850. (3) The reactants are [OH:1][C:2]([C:5]([OH:8])([CH3:7])[CH3:6])([CH3:4])[CH3:3].[CH2:9]([CH:11]([CH2:40][CH2:41][CH2:42][CH3:43])[CH2:12][C:13]1([CH2:32][CH:33]([CH2:38][CH3:39])[CH2:34][CH2:35][CH2:36][CH3:37])[C:25]2[CH:24]=[C:23]([B:26](O)O)[CH:22]=[CH:21][C:20]=2[C:19]2[C:14]1=[CH:15][C:16]([B:29]([OH:31])[OH:30])=[CH:17][CH:18]=2)[CH3:10].[CH3:44]CCCCC.ClCCl.[C:53]1([CH3:59])[CH:58]=[CH:57]C=C[CH:54]=1. No catalyst specified. The product is [CH3:3][C:2]1([CH3:4])[C:5]([CH3:7])([CH3:6])[O:8][B:26]([C:23]2[CH:22]=[CH:21][C:20]3[C:19]4[C:14](=[CH:15][C:16]([B:29]5[O:31][C:53]([CH3:59])([CH3:54])[C:58]([CH3:44])([CH3:57])[O:30]5)=[CH:17][CH:18]=4)[C:13]([CH2:32][CH:33]([CH2:38][CH3:39])[CH2:34][CH2:35][CH2:36][CH3:37])([CH2:12][CH:11]([CH2:9][CH3:10])[CH2:40][CH2:41][CH2:42][CH3:43])[C:25]=3[CH:24]=2)[O:1]1. The yield is 0.377. (4) The product is [Br:1][C:2]1[CH:7]=[CH:6][C:5]2[C:8]3([CH2:18][O:19][C:4]=2[CH:3]=1)[C:16]1[C:11](=[CH:12][CH:13]=[CH:14][CH:15]=1)[N:10]([CH2:37][C@H:38]1[CH2:42][CH2:41][CH2:40][O:39]1)[C:9]3=[O:17]. The reactants are [Br:1][C:2]1[CH:7]=[CH:6][C:5]2[C:8]3([CH2:18][O:19][C:4]=2[CH:3]=1)[C:16]1[C:11](=[CH:12][CH:13]=[CH:14][CH:15]=1)[NH:10][C:9]3=[O:17].C(=O)([O-])[O-].[Cs+].[Cs+].CC1C=CC(S(O[CH2:37][C@H:38]2[CH2:42][CH2:41][CH2:40][O:39]2)(=O)=O)=CC=1. The catalyst is CC(=O)CC. The yield is 1.00.